This data is from Forward reaction prediction with 1.9M reactions from USPTO patents (1976-2016). The task is: Predict the product of the given reaction. (1) Given the reactants C(N(CC)CC)C.[O:8]=[C:9]1[CH2:13][CH2:12][CH2:11][CH:10]1[C:14]([O:16][CH3:17])=[O:15].[F:18][C:19]([F:32])([F:31])[S:20](O[S:20]([C:19]([F:32])([F:31])[F:18])(=[O:22])=[O:21])(=[O:22])=[O:21].O, predict the reaction product. The product is: [F:18][C:19]([F:32])([F:31])[S:20]([O:8][C:9]1[CH2:13][CH2:12][CH2:11][C:10]=1[C:14]([O:16][CH3:17])=[O:15])(=[O:22])=[O:21]. (2) Given the reactants [F:1][C:2]1[C:7]([C:8]2[C:13]([F:14])=[C:12]([F:15])[C:11](F)=[C:10]([F:17])[C:9]=2[F:18])=[C:6]([F:19])[C:5]([F:20])=[C:4]([F:21])[C:3]=1[F:22].[CH2:23]([O:30][C:31]([C:33]1[CH:39]=[CH:38][C:36]([O-:37])=[CH:35][CH:34]=1)=[O:32])[C:24]1[CH:29]=[CH:28][CH:27]=[CH:26][CH:25]=1.[K+].[K], predict the reaction product. The product is: [CH2:23]([O:30][C:31]([C:33]1[CH:34]=[CH:35][C:36]([O:37][C:11]2[C:10]([F:17])=[C:9]([F:18])[C:8]([C:7]3[C:2]([F:1])=[C:3]([F:22])[C:4]([F:21])=[C:5]([F:20])[C:6]=3[F:19])=[C:13]([F:14])[C:12]=2[F:15])=[CH:38][CH:39]=1)=[O:32])[C:24]1[CH:25]=[CH:26][CH:27]=[CH:28][CH:29]=1. (3) Given the reactants [CH:1]1[C:10]2[C:5](=[CH:6][CH:7]=[CH:8][CH:9]=2)[CH:4]=[CH:3][C:2]=1B(O)O.Br[C:15]1[CH:16]=[C:17]([CH:19]=[CH:20][CH:21]=1)[NH2:18].C([O-])([O-])=O.[Na+].[Na+], predict the reaction product. The product is: [CH:1]1[C:10]2[C:5](=[CH:6][CH:7]=[CH:8][CH:9]=2)[CH:4]=[CH:3][C:2]=1[C:15]1[CH:16]=[C:17]([NH2:18])[CH:19]=[CH:20][CH:21]=1. (4) Given the reactants Cl.[CH3:2][NH:3][CH2:4][C:5]1[CH:13]=[CH:12][CH:11]=[C:10]2[C:6]=1[CH2:7][N:8]([CH:15]1[CH2:20][CH2:19][C:18](=[O:21])[NH:17][C:16]1=[O:22])[C:9]2=[O:14].[Cl:23][C:24]1[CH:25]=[C:26]([N:30]=[C:31]=[O:32])[CH:27]=[CH:28][CH:29]=1.C(N(C(C)C)CC)(C)C, predict the reaction product. The product is: [Cl:23][C:24]1[CH:25]=[C:26]([NH:30][C:31](=[O:32])[N:3]([CH2:4][C:5]2[CH:13]=[CH:12][CH:11]=[C:10]3[C:6]=2[CH2:7][N:8]([CH:15]2[CH2:20][CH2:19][C:18](=[O:21])[NH:17][C:16]2=[O:22])[C:9]3=[O:14])[CH3:2])[CH:27]=[CH:28][CH:29]=1. (5) Given the reactants [F:1][C:2]1[CH:20]=[CH:19][CH:18]=[CH:17][C:3]=1[CH2:4][N:5]1[C:9]([C:10]2[S:11][CH:12]=[CH:13][N:14]=2)=[N:8][C:7]([C:15]#[N:16])=[N:6]1.C[O-].[Na+].CO.[Cl-].[NH4+:27].C([O-])(O)=O.[Na+], predict the reaction product. The product is: [F:1][C:2]1[CH:20]=[CH:19][CH:18]=[CH:17][C:3]=1[CH2:4][N:5]1[C:9]([C:10]2[S:11][CH:12]=[CH:13][N:14]=2)=[N:8][C:7]([C:15](=[NH:27])[NH2:16])=[N:6]1. (6) Given the reactants [CH3:1][C:2]1[CH:3]=[CH:4][C:5]([OH:8])=[N:6][CH:7]=1.[Br:9]Br, predict the reaction product. The product is: [Br:9][C:4]1[C:5]([OH:8])=[N:6][CH:7]=[C:2]([CH3:1])[CH:3]=1. (7) Given the reactants [Cl:1][C:2]1[N:7]=[N:6][C:5]([NH:8][CH3:9])=[C:4]([NH2:10])[CH:3]=1.[CH2:11]([S:13][C:14]1[C:15]([C:24](O)=[O:25])=[N:16][CH:17]=[C:18]([C:20]([F:23])([F:22])[F:21])[CH:19]=1)[CH3:12].CCN=C=NCCCN(C)C.Cl, predict the reaction product. The product is: [Cl:1][C:2]1[N:7]=[N:6][C:5]([NH:8][CH3:9])=[C:4]([NH:10][C:24]([C:15]2[C:14]([S:13][CH2:11][CH3:12])=[CH:19][C:18]([C:20]([F:22])([F:23])[F:21])=[CH:17][N:16]=2)=[O:25])[CH:3]=1. (8) Given the reactants [C:1]1([C:10]2[CH:15]=[CH:14][CH:13]=[CH:12][CH:11]=2)[C:2]([C:7](O)=[O:8])=[CH:3][CH:4]=[CH:5][CH:6]=1.S(Cl)(Cl)=O.C1(C[N:27]2CCC(C3C=CC(N)=CC=3)CC2)C=CC=CC=1.CC(NC(C)C)C, predict the reaction product. The product is: [C:1]1([C:10]2[CH:15]=[CH:14][CH:13]=[CH:12][CH:11]=2)[C:2]([C:7]([NH2:27])=[O:8])=[CH:3][CH:4]=[CH:5][CH:6]=1. (9) Given the reactants [F:1][C:2]([F:34])([F:33])[C:3]1[CH:4]=[C:5]([CH:26]=[C:27]([C:29]([F:32])([F:31])[F:30])[CH:28]=1)[C:6]([N:8]1[CH2:25][CH2:24][C:11]2([C:15](=[O:16])[NH:14][CH:13]=[C:12]2[C:17]2[CH:22]=[CH:21][CH:20]=[CH:19][C:18]=2[CH3:23])[CH2:10][CH2:9]1)=[O:7].[CH:35]1([CH2:38]Br)[CH2:37][CH2:36]1, predict the reaction product. The product is: [F:32][C:29]([F:30])([F:31])[C:27]1[CH:26]=[C:5]([CH:4]=[C:3]([C:2]([F:1])([F:33])[F:34])[CH:28]=1)[C:6]([N:8]1[CH2:25][CH2:24][C:11]2([C:15](=[O:16])[N:14]([CH2:38][CH:35]3[CH2:37][CH2:36]3)[CH:13]=[C:12]2[C:17]2[CH:22]=[CH:21][CH:20]=[CH:19][C:18]=2[CH3:23])[CH2:10][CH2:9]1)=[O:7].